Task: Predict the reactants needed to synthesize the given product.. Dataset: Full USPTO retrosynthesis dataset with 1.9M reactions from patents (1976-2016) (1) Given the product [CH3:24][C@H:25]1[CH2:30][N:29]([CH:31]2[CH2:34][O:33][CH2:32]2)[C@H:28]([CH3:35])[CH2:27][N:26]1[C:36]1[CH:37]=[CH:38][C:39]([NH:42][C:43]2[C:44](=[O:59])[N:45]([CH3:58])[CH:46]=[C:47]([C:2]3[C:7]([CH:8]=[O:9])=[C:6]([N:10]4[CH:22]=[CH:21][N:13]5[C:14]6[CH2:15][CH2:16][CH2:17][CH2:18][C:19]=6[CH:20]=[C:12]5[C:11]4=[O:23])[N:5]=[CH:4][CH:3]=3)[CH:48]=2)=[N:40][CH:41]=1, predict the reactants needed to synthesize it. The reactants are: Cl[C:2]1[C:7]([CH:8]=[O:9])=[C:6]([N:10]2[CH2:22][CH2:21][N:13]3[C:14]4[CH2:15][CH2:16][CH2:17][CH2:18][C:19]=4[CH:20]=[C:12]3[C:11]2=[O:23])[N:5]=[CH:4][CH:3]=1.[CH3:24][C@H:25]1[CH2:30][N:29]([CH:31]2[CH2:34][O:33][CH2:32]2)[C@H:28]([CH3:35])[CH2:27][N:26]1[C:36]1[CH:37]=[CH:38][C:39]([NH:42][C:43]2[C:44](=[O:59])[N:45]([CH3:58])[CH:46]=[C:47](B3OC(C)(C)C(C)(C)O3)[CH:48]=2)=[N:40][CH:41]=1.[O-]P([O-])([O-])=O.[K+].[K+].[K+].C([O-])(=O)C.[Na+]. (2) Given the product [F:1][C:2]1[CH:3]=[C:4]([O:9][C:10]2[CH:15]=[CH:14][C:13]([CH2:16][CH2:17][OH:27])=[CH:12][CH:11]=2)[CH:5]=[CH:6][C:7]=1[CH3:8], predict the reactants needed to synthesize it. The reactants are: [F:1][C:2]1[CH:3]=[C:4]([O:9][C:10]2[CH:15]=[CH:14][C:13]([CH:16]=[CH2:17])=[CH:12][CH:11]=2)[CH:5]=[CH:6][C:7]=1[CH3:8].B1C2CCCC1CCC2.[OH-:27].[Na+].OO. (3) Given the product [Br:1][C:2]1[C:3]([NH2:11])=[N:4][C:5]([Cl:8])=[N:6][CH:7]=1, predict the reactants needed to synthesize it. The reactants are: [Br:1][C:2]1[C:3](Cl)=[N:4][C:5]([Cl:8])=[N:6][CH:7]=1.[OH-].[NH4+:11]. (4) Given the product [C:26]([CH:10]1[C:11]2[C:6](=[C:5]([O:4][CH:1]([CH3:3])[CH3:2])[CH:14]=[CH:13][CH:12]=2)[CH2:7][CH2:8][C:9]1([NH2:18])[C:15]([OH:17])=[O:16])([O:27][CH2:28][CH:29]1[C:30]2[C:35](=[CH:34][CH:33]=[CH:32][CH:31]=2)[C:36]2[C:41]1=[CH:40][CH:39]=[CH:38][CH:37]=2)=[O:42], predict the reactants needed to synthesize it. The reactants are: [CH:1]([O:4][C:5]1[CH:14]=[CH:13][CH:12]=[C:11]2[C:6]=1[CH2:7][CH2:8][C:9]([NH2:18])([C:15]([OH:17])=[O:16])[CH2:10]2)([CH3:3])[CH3:2].C(N(CC)CC)C.[C:26](=O)([O:42]N1C(=O)CCC1=O)[O:27][CH2:28][CH:29]1[C:41]2[CH:40]=[CH:39][CH:38]=[CH:37][C:36]=2[C:35]2[C:30]1=[CH:31][CH:32]=[CH:33][CH:34]=2. (5) Given the product [Br:40][C:14]1[CH:15]=[C:16]([C:24]2[C:36]3[C:35]([CH3:37])=[C:34]([CH3:38])[S:33][C:32]=3[C:31]([Br:39])=[C:30]3[C:25]=2[CH:26]=[CH:27][CH:28]=[CH:29]3)[CH:17]=[C:18]([CH:19]2[CH2:23][CH2:22][CH2:21][CH2:20]2)[C:13]=1[O:12][C@H:4]([CH2:5][C:6]1[CH:11]=[CH:10][CH:9]=[CH:8][CH:7]=1)[C:3]([OH:41])=[O:2], predict the reactants needed to synthesize it. The reactants are: C[O:2][C:3](=[O:41])[C@H:4]([O:12][C:13]1[C:18]([CH:19]2[CH2:23][CH2:22][CH2:21][CH2:20]2)=[CH:17][C:16]([C:24]2[C:36]3[C:35]([CH3:37])=[C:34]([CH3:38])[S:33][C:32]=3[C:31]([Br:39])=[C:30]3[C:25]=2[CH:26]=[CH:27][CH:28]=[CH:29]3)=[CH:15][C:14]=1[Br:40])[CH2:5][C:6]1[CH:11]=[CH:10][CH:9]=[CH:8][CH:7]=1.[OH-].[K+]. (6) The reactants are: [N:1]1([CH2:7][CH2:8][NH2:9])[CH2:6][CH2:5][CH2:4][CH2:3][CH2:2]1.[CH3:10][CH:11]([CH3:15])[C:12](Cl)=[O:13]. Given the product [CH3:10][CH:11]([CH3:15])[C:12]([NH:9][CH2:8][CH2:7][N:1]1[CH2:6][CH2:5][CH2:4][CH2:3][CH2:2]1)=[O:13], predict the reactants needed to synthesize it. (7) Given the product [OH:5][CH2:4][C@H:3]([NH:2][C:20](=[O:21])[O:19][C:15]([CH3:18])([CH3:17])[CH3:16])[CH:6]=[CH2:7], predict the reactants needed to synthesize it. The reactants are: Cl.[NH2:2][C@H:3]([CH:6]=[CH2:7])[CH2:4][OH:5].C(N(CC)CC)C.[C:15]([O:19][C:20](O[C:20]([O:19][C:15]([CH3:18])([CH3:17])[CH3:16])=[O:21])=[O:21])([CH3:18])([CH3:17])[CH3:16].